From a dataset of Reaction yield outcomes from USPTO patents with 853,638 reactions. Predict the reaction yield, written as a fraction of the theoretical maximum amount of product (1.0 means a 100% yield; for example, 0.34 means a 34% yield). (1) The reactants are [Cl:1][C:2]1[CH:7]=[CH:6][C:5]([S:8][CH2:9][CH2:10][C:11]([N:13]([CH2:15][CH3:16])[CH3:14])=[O:12])=[C:4]([NH:17][S:18]([C:21]2[CH:26]=[CH:25][C:24]([Cl:27])=[CH:23][C:22]=2[F:28])(=[O:20])=[O:19])[CH:3]=1.C1C=C(Cl)C=C(C(OO)=[O:37])C=1. The catalyst is C(Cl)Cl. The product is [Cl:1][C:2]1[CH:7]=[CH:6][C:5]([S:8]([CH2:9][CH2:10][C:11]([N:13]([CH2:15][CH3:16])[CH3:14])=[O:12])=[O:37])=[C:4]([NH:17][S:18]([C:21]2[CH:26]=[CH:25][C:24]([Cl:27])=[CH:23][C:22]=2[F:28])(=[O:20])=[O:19])[CH:3]=1. The yield is 0.430. (2) The reactants are [CH3:1][C:2]1[C:6]([C:7]2[CH:12]=[CH:11][N:10]=[C:9](SC)[N:8]=2)=[CH:5][N:4]([C:15]2[CH:20]=[CH:19][CH:18]=[CH:17][CH:16]=2)[N:3]=1.O[O:22][S:23]([O-:25])=O.[K+].[CH3:27]O. No catalyst specified. The product is [CH3:27][S:23]([C:9]1[N:8]=[C:7]([C:6]2[C:2]([CH3:1])=[N:3][N:4]([C:15]3[CH:16]=[CH:17][CH:18]=[CH:19][CH:20]=3)[CH:5]=2)[CH:12]=[CH:11][N:10]=1)(=[O:25])=[O:22]. The yield is 0.950. (3) The reactants are [Si]([O:8][CH2:9][C@@H:10]1[CH2:12][C@H:11]1[C:13]1[N:17]2[C:18](=[O:36])[CH:19]=[C:20]([CH:22]([N:24]3[C:28]([CH:29]4[CH2:31][CH2:30]4)=[CH:27][C:26]([C:32]([F:35])([F:34])[F:33])=[N:25]3)[CH3:23])[N:21]=[C:16]2[S:15][C:14]=1[CH3:37])(C(C)(C)C)(C)C.Cl. The catalyst is C(O)C. The product is [CH:29]1([C:28]2[N:24]([CH:22]([C:20]3[N:21]=[C:16]4[S:15][C:14]([CH3:37])=[C:13]([C@@H:11]5[CH2:12][C@H:10]5[CH2:9][OH:8])[N:17]4[C:18](=[O:36])[CH:19]=3)[CH3:23])[N:25]=[C:26]([C:32]([F:35])([F:33])[F:34])[CH:27]=2)[CH2:31][CH2:30]1. The yield is 0.340. (4) The reactants are I[C:2]1[CH:3]=[N:4][N:5]2[C:10]([C:11]([F:14])([F:13])[F:12])=[CH:9][C:8]([C:15]3[CH:20]=[CH:19][C:18]([C:21]([F:24])([F:23])[F:22])=[CH:17][CH:16]=3)=[N:7][C:6]=12.[CH3:25][Si:26]([C:29]#[CH:30])([CH3:28])[CH3:27]. No catalyst specified. The product is [F:12][C:11]([F:14])([F:13])[C:10]1[N:5]2[N:4]=[CH:3][C:2]([C:30]#[C:29][Si:26]([CH3:28])([CH3:27])[CH3:25])=[C:6]2[N:7]=[C:8]([C:15]2[CH:20]=[CH:19][C:18]([C:21]([F:24])([F:23])[F:22])=[CH:17][CH:16]=2)[CH:9]=1. The yield is 1.00.